Dataset: Catalyst prediction with 721,799 reactions and 888 catalyst types from USPTO. Task: Predict which catalyst facilitates the given reaction. (1) Reactant: [O:1]1[C:10]2[CH:9]=[C:8]([CH2:11][NH:12][CH:13]3[CH2:18][CH2:17][N:16]([CH2:19][C@H:20]4[N:31]5[C:32]6[C:27]([CH:28]=[CH:29][C:30]5=[O:33])=[C:26](/[CH:34]=[CH:35]/[C:36]([O:38]CC)=[O:37])[CH:25]=[C:24]([F:41])[C:23]=6[O:22][CH2:21]4)[CH2:15][CH2:14]3)[N:7]=[CH:6][C:5]=2[O:4][CH2:3][CH2:2]1.[OH-].[Na+]. Product: [O:1]1[C:10]2[CH:9]=[C:8]([CH2:11][NH:12][CH:13]3[CH2:14][CH2:15][N:16]([CH2:19][C@H:20]4[N:31]5[C:32]6[C:27]([CH:28]=[CH:29][C:30]5=[O:33])=[C:26](/[CH:34]=[CH:35]/[C:36]([OH:38])=[O:37])[CH:25]=[C:24]([F:41])[C:23]=6[O:22][CH2:21]4)[CH2:17][CH2:18]3)[N:7]=[CH:6][C:5]=2[O:4][CH2:3][CH2:2]1. The catalyst class is: 38. (2) Reactant: [C:1]1([C@@H:7]2[CH2:13][C@@H:12]3[C@H:8]2[CH2:9][NH:10][CH2:11]3)[CH:6]=[CH:5][CH:4]=[CH:3][CH:2]=1.C(N(CC)CC)C.[C:21](O[C:21](=[O:24])[CH2:22][CH3:23])(=[O:24])[CH2:22][CH3:23].N. Product: [C:1]1([C@@H:7]2[CH2:13][C@@H:12]3[C@H:8]2[CH2:9][N:10]([C:21](=[O:24])[CH2:22][CH3:23])[CH2:11]3)[CH:2]=[CH:3][CH:4]=[CH:5][CH:6]=1. The catalyst class is: 83.